This data is from Merck oncology drug combination screen with 23,052 pairs across 39 cell lines. The task is: Regression. Given two drug SMILES strings and cell line genomic features, predict the synergy score measuring deviation from expected non-interaction effect. (1) Drug 1: O=S1(=O)NC2(CN1CC(F)(F)F)C1CCC2Cc2cc(C=CCN3CCC(C(F)(F)F)CC3)ccc2C1. Drug 2: CCN(CC)CCNC(=O)c1c(C)[nH]c(C=C2C(=O)Nc3ccc(F)cc32)c1C. Cell line: NCIH23. Synergy scores: synergy=0.911. (2) Drug 1: Cn1nnc2c(C(N)=O)ncn2c1=O. Drug 2: CCc1c2c(nc3ccc(O)cc13)-c1cc3c(c(=O)n1C2)COC(=O)C3(O)CC. Cell line: COLO320DM. Synergy scores: synergy=0.113. (3) Drug 1: COC12C(COC(N)=O)C3=C(C(=O)C(C)=C(N)C3=O)N1CC1NC12. Drug 2: CCN(CC)CCNC(=O)c1c(C)[nH]c(C=C2C(=O)Nc3ccc(F)cc32)c1C. Cell line: ZR751. Synergy scores: synergy=6.06.